This data is from Reaction yield outcomes from USPTO patents with 853,638 reactions. The task is: Predict the reaction yield, written as a fraction of the theoretical maximum amount of product (1.0 means a 100% yield; for example, 0.34 means a 34% yield). (1) The reactants are [O:1]=[C:2]1[NH:6][C:5]2[CH:7]=[CH:8][C:9]([C:11]([OH:13])=O)=[CH:10][C:4]=2[NH:3]1.[NH:14]1[CH2:19][CH2:18][CH2:17][C@@H:16]2[C:20]3[CH:21]=[CH:22][CH:23]=[CH:24][C:25]=3[CH2:26][C@H:15]12.F[P-](F)(F)(F)(F)F.N1(OC(N(C)C)=[N+](C)C)C2N=CC=CC=2N=N1. No catalyst specified. The product is [N:14]1([C:11]([C:9]2[CH:8]=[CH:7][C:5]3[NH:6][C:2](=[O:1])[NH:3][C:4]=3[CH:10]=2)=[O:13])[CH2:19][CH2:18][CH2:17][C@@H:16]2[C:20]3[CH:21]=[CH:22][CH:23]=[CH:24][C:25]=3[CH2:26][C@H:15]12. The yield is 0.110. (2) The reactants are [NH2:1][C:2]1[CH:3]=[C:4]([CH:22]=[CH:23][CH:24]=1)[C:5]([NH:7][CH2:8][CH:9]([OH:21])[CH2:10][N:11]1[CH2:20][CH2:19][C:18]2[C:13](=[CH:14][CH:15]=[CH:16][CH:17]=2)[CH2:12]1)=[O:6].CC(O)=O.[O:29]1[CH2:32][C:31](=O)[CH2:30]1.[BH3-]C#N.[Na+]. The catalyst is CO. The product is [CH2:12]1[C:13]2[C:18](=[CH:17][CH:16]=[CH:15][CH:14]=2)[CH2:19][CH2:20][N:11]1[CH2:10][CH:9]([OH:21])[CH2:8][NH:7][C:5](=[O:6])[C:4]1[CH:22]=[CH:23][CH:24]=[C:2]([NH:1][CH:31]2[CH2:32][O:29][CH2:30]2)[CH:3]=1. The yield is 0.144. (3) The reactants are [C:1]1([CH:7]([O:11][C:12]2[CH:17]=[CH:16][C:15]([O:18][C:19]3[CH:24]=[CH:23][CH:22]=[C:21]([C:25]([F:28])([F:27])[F:26])[CH:20]=3)=[CH:14][CH:13]=2)[CH2:8][CH2:9]Cl)[CH:6]=[CH:5][CH:4]=[CH:3][CH:2]=1.Cl.[CH2:30]([O:32][C:33](=[O:37])[CH2:34][NH:35][CH3:36])[CH3:31].C(N(C(C)C)CC)(C)C.CN1CCCC1=O. The catalyst is O. The product is [CH2:30]([O:32][C:33](=[O:37])[CH2:34][N:35]([CH3:36])[CH2:9][CH2:8][CH:7]([C:1]1[CH:6]=[CH:5][CH:4]=[CH:3][CH:2]=1)[O:11][C:12]1[CH:17]=[CH:16][C:15]([O:18][C:19]2[CH:24]=[CH:23][CH:22]=[C:21]([C:25]([F:28])([F:27])[F:26])[CH:20]=2)=[CH:14][CH:13]=1)[CH3:31]. The yield is 0.430. (4) The reactants are [NH2:1][C@H:2]([C@@H:8]([OH:10])[CH3:9])[C:3]([NH:5][CH2:6][CH3:7])=[O:4].CCN(CC)CC.[N:18]([C:21]1[CH:29]=[CH:28][C:24]([C:25](O)=[O:26])=[C:23]([OH:30])[CH:22]=1)=[N+:19]=[N-:20].C1C=CC2N(O)N=NC=2C=1.C1CCC(N=C=NC2CCCCC2)CC1. The catalyst is C(Cl)Cl. The product is [N:18]([C:21]1[CH:29]=[CH:28][C:24]([C:25]([NH:1][C@H:2]([C@@H:8]([OH:10])[CH3:9])[C:3]([NH:5][CH2:6][CH3:7])=[O:4])=[O:26])=[C:23]([OH:30])[CH:22]=1)=[N+:19]=[N-:20]. The yield is 0.685. (5) The reactants are [C:1]([O:8][CH3:9])(=[O:7])/[CH:2]=[CH:3]/[C:4]([O-:6])=O.C(Cl)(=O)C(Cl)=O.[C:16]([N:23]1[CH2:28][CH2:27][NH:26][CH2:25][CH2:24]1)([O:18][C:19]([CH3:22])([CH3:21])[CH3:20])=[O:17].C(N(CC)CC)C. The catalyst is C(Cl)Cl.CN(C=O)C. The product is [CH3:9][O:8][C:1](=[O:7])/[CH:2]=[CH:3]/[C:4]([N:26]1[CH2:25][CH2:24][N:23]([C:16]([O:18][C:19]([CH3:22])([CH3:21])[CH3:20])=[O:17])[CH2:28][CH2:27]1)=[O:6]. The yield is 0.210. (6) The reactants are [CH3:1][C:2]([O:14][Si](C)(C)C)([CH3:13])[C:3]#[C:4][C:5]([C:7]1[CH:12]=[CH:11][N:10]=[CH:9][CH:8]=1)=[O:6].CC1C=CC(S(O)(=O)=O)=CC=1. The catalyst is C(Cl)Cl. The product is [OH:14][C:2]([CH3:13])([CH3:1])[C:3]#[C:4][C:5]([C:7]1[CH:8]=[CH:9][N:10]=[CH:11][CH:12]=1)=[O:6]. The yield is 0.960. (7) The reactants are [N:1]1([C:7]2[CH:12]=[CH:11][C:10]([NH:13][C:14]([C:16]3[CH:25]=[C:24]([N:26]([CH3:28])[CH3:27])[C:23]4[C:18](=[C:19](Br)[CH:20]=[C:21]([O:29][CH3:30])[CH:22]=4)[N:17]=3)=[O:15])=[CH:9][CH:8]=2)[CH2:6][CH2:5][O:4][CH2:3][CH2:2]1.[CH3:32][N:33]1[CH2:38][CH2:37][NH:36][CH2:35][CH2:34]1.C1C=CC(P(C2C(C3C(P(C4C=CC=CC=4)C4C=CC=CC=4)=CC=C4C=3C=CC=C4)=C3C(C=CC=C3)=CC=2)C2C=CC=CC=2)=CC=1.C(=O)([O-])[O-].[Cs+].[Cs+]. The catalyst is C1(C)C=CC=CC=1. The product is [N:1]1([C:7]2[CH:12]=[CH:11][C:10]([NH:13][C:14]([C:16]3[CH:25]=[C:24]([N:26]([CH3:28])[CH3:27])[C:23]4[C:18](=[C:19]([N:36]5[CH2:37][CH2:38][N:33]([CH3:32])[CH2:34][CH2:35]5)[CH:20]=[C:21]([O:29][CH3:30])[CH:22]=4)[N:17]=3)=[O:15])=[CH:9][CH:8]=2)[CH2:6][CH2:5][O:4][CH2:3][CH2:2]1. The yield is 0.670.